This data is from Forward reaction prediction with 1.9M reactions from USPTO patents (1976-2016). The task is: Predict the product of the given reaction. (1) The product is: [CH2:1]([O:8][C:9]1[CH:10]=[CH:11][C:12]([CH2:15][C:16](=[O:17])[CH2:22][CH2:23][CH3:24])=[CH:13][CH:14]=1)[C:2]1[CH:3]=[CH:4][CH:5]=[CH:6][CH:7]=1. Given the reactants [CH2:1]([O:8][C:9]1[CH:14]=[CH:13][C:12]([CH2:15][C:16](N(OC)C)=[O:17])=[CH:11][CH:10]=1)[C:2]1[CH:7]=[CH:6][CH:5]=[CH:4][CH:3]=1.[CH2:22]([Mg]Br)[CH2:23][CH3:24], predict the reaction product. (2) Given the reactants [CH2:1]([C:3]1[NH:4][CH:5]=[CH:6][CH:7]=1)[CH3:2].[CH3:8][C:9]1[CH:14]=[C:13]([CH3:15])[CH:12]=[CH:11][C:10]=1[S:16](Cl)(=[O:18])=[O:17].[H-].[Na+], predict the reaction product. The product is: [CH3:8][C:9]1[CH:14]=[C:13]([CH3:15])[CH:12]=[CH:11][C:10]=1[S:16]([N:4]1[CH:5]=[CH:6][CH:7]=[C:3]1[CH2:1][CH3:2])(=[O:17])=[O:18].